This data is from Catalyst prediction with 721,799 reactions and 888 catalyst types from USPTO. The task is: Predict which catalyst facilitates the given reaction. (1) Reactant: [S:1]1[CH:5]=[CH:4][CH:3]=[C:2]1[CH2:6][CH2:7][OH:8].C(N(CC)CC)C.[CH3:16][S:17](Cl)(=[O:19])=[O:18].C(=O)([O-])O.[Na+]. Product: [CH3:16][S:17]([O:8][CH2:7][CH2:6][C:2]1[S:1][CH:5]=[CH:4][CH:3]=1)(=[O:19])=[O:18]. The catalyst class is: 7. (2) Reactant: CO.[C:3]1([CH3:17])[CH:8]=[CH:7][CH:6]=[C:5]([NH:9][C:10]2[C:15]([NH2:16])=[CH:14][CH:13]=[CH:12][N:11]=2)[CH:4]=1.C=O.[CH:20]([O-])=O.[NH4+]. Product: [CH3:20][NH:16][C:15]1[C:10]([NH:9][C:5]2[CH:4]=[C:3]([CH3:17])[CH:8]=[CH:7][CH:6]=2)=[N:11][CH:12]=[CH:13][CH:14]=1. The catalyst class is: 6. (3) Reactant: [NH2:1][C:2]1[CH:3]=[N:4][C:5]2[C:10]([C:11]=1[NH:12][C:13]1[CH:18]=[CH:17][C:16]([C:19]([CH3:23])([CH3:22])[C:20]#[N:21])=[CH:15][CH:14]=1)=[CH:9][C:8]([CH3:24])=[CH:7][CH:6]=2.C(N(CC)CC)C.Cl[C:33](Cl)([O:35]C(=O)OC(Cl)(Cl)Cl)Cl. Product: [CH3:23][C:19]([C:16]1[CH:17]=[CH:18][C:13]([N:12]2[C:11]3[C:10]4[CH:9]=[C:8]([CH3:24])[CH:7]=[CH:6][C:5]=4[N:4]=[CH:3][C:2]=3[NH:1][C:33]2=[O:35])=[CH:14][CH:15]=1)([CH3:22])[C:20]#[N:21]. The catalyst class is: 2.